Dataset: NCI-60 drug combinations with 297,098 pairs across 59 cell lines. Task: Regression. Given two drug SMILES strings and cell line genomic features, predict the synergy score measuring deviation from expected non-interaction effect. Drug 1: C#CCC(CC1=CN=C2C(=N1)C(=NC(=N2)N)N)C3=CC=C(C=C3)C(=O)NC(CCC(=O)O)C(=O)O. Drug 2: C(CN)CNCCSP(=O)(O)O. Cell line: SR. Synergy scores: CSS=-12.7, Synergy_ZIP=5.86, Synergy_Bliss=-1.66, Synergy_Loewe=-14.0, Synergy_HSA=-13.9.